Dataset: Forward reaction prediction with 1.9M reactions from USPTO patents (1976-2016). Task: Predict the product of the given reaction. (1) Given the reactants [C:1]1([OH:7])[CH:6]=[CH:5][CH:4]=[CH:3][CH:2]=1.CC(C)([O-])C.[K+].Cl[C:15]1[N:16]=[N:17][C:18]([O:21][C:22]2[CH:27]=[CH:26][CH:25]=[CH:24][CH:23]=2)=[CH:19][CH:20]=1, predict the reaction product. The product is: [O:7]([C:15]1[N:16]=[N:17][C:18]([O:21][C:22]2[CH:23]=[CH:24][CH:25]=[CH:26][CH:27]=2)=[CH:19][CH:20]=1)[C:1]1[CH:6]=[CH:5][CH:4]=[CH:3][CH:2]=1. (2) Given the reactants [NH2:1][C:2]1[S:3]/[C:4](=[CH:8]\[C:9]2[CH:14]=[C:13]([O:15][CH2:16][CH2:17][CH3:18])[C:12]([OH:19])=[C:11]([Cl:20])[CH:10]=2)/[C:5](=[O:7])[N:6]=1.Br.Br[CH2:23][C:24]([C:26]1[CH:31]=[N:30][CH:29]=[CH:28][N:27]=1)=O, predict the reaction product. The product is: [Cl:20][C:11]1[CH:10]=[C:9](/[CH:8]=[C:4]2/[C:5](=[O:7])[N:6]3[CH:23]=[C:24]([C:26]4[CH:31]=[N:30][CH:29]=[CH:28][N:27]=4)[N:1]=[C:2]3[S:3]/2)[CH:14]=[C:13]([O:15][CH2:16][CH2:17][CH3:18])[C:12]=1[OH:19]. (3) Given the reactants [OH:1][NH:2][C:3]([C:5]1[CH:6]=[C:7]2[C:11](=[CH:12][CH:13]=1)[NH:10][CH:9]=[CH:8]2)=[NH:4].[C:14]1([C:20]2[CH:21]=[C:22]([C:29](OC)=O)[S:23][C:24]=2[C:25]([F:28])([F:27])[F:26])[CH:19]=[CH:18][CH:17]=[CH:16][CH:15]=1.[O-]CC.[Na+], predict the reaction product. The product is: [C:14]1([C:20]2[CH:21]=[C:22]([C:29]3[O:1][N:2]=[C:3]([C:5]4[CH:6]=[C:7]5[C:11](=[CH:12][CH:13]=4)[NH:10][CH:9]=[CH:8]5)[N:4]=3)[S:23][C:24]=2[C:25]([F:28])([F:26])[F:27])[CH:15]=[CH:16][CH:17]=[CH:18][CH:19]=1. (4) Given the reactants FC1C=C2C(C(I)=CN2S(C2C=CC=CC=2)(=O)=O)=CC=1.C1(S([N:30]2[C:38]3[C:33](=[CH:34][CH:35]=[C:36]([F:39])[CH:37]=3)[C:32]([C:40]3[CH:41]=[CH:42][C:43]4[N:47]=[C:46]([CH2:48][CH2:49][NH:50][C:51](=[O:53])[CH3:52])[NH:45][C:44]=4[CH:54]=3)=[CH:31]2)(=O)=O)C=CC=CC=1, predict the reaction product. The product is: [F:39][C:36]1[CH:37]=[C:38]2[C:33]([C:32]([C:40]3[CH:41]=[CH:42][C:43]4[N:47]=[C:46]([CH2:48][CH2:49][NH:50][C:51](=[O:53])[CH3:52])[NH:45][C:44]=4[CH:54]=3)=[CH:31][NH:30]2)=[CH:34][CH:35]=1. (5) Given the reactants [F:1][C:2]([CH:4]([OH:16])[CH2:5][C:6]([C:9]1[CH:14]=[CH:13][C:12]([F:15])=[CH:11][CH:10]=1)([CH3:8])[CH3:7])=[CH2:3].[CH2:17]([Zn]CC)C.ICI.O, predict the reaction product. The product is: [F:1][C:2]1([CH:4]([OH:16])[CH2:5][C:6]([C:9]2[CH:10]=[CH:11][C:12]([F:15])=[CH:13][CH:14]=2)([CH3:8])[CH3:7])[CH2:17][CH2:3]1.